Dataset: Reaction yield outcomes from USPTO patents with 853,638 reactions. Task: Predict the reaction yield, written as a fraction of the theoretical maximum amount of product (1.0 means a 100% yield; for example, 0.34 means a 34% yield). (1) The reactants are [OH-].[Na+].Cl.[O:4]1[C:8]2([CH2:13][CH2:12][NH:11][CH2:10][CH2:9]2)[O:7][CH2:6][CH2:5]1.[Cl-].[Na+]. The catalyst is O. The product is [O:4]1[C:8]2([CH2:13][CH2:12][NH:11][CH2:10][CH2:9]2)[O:7][CH2:6][CH2:5]1. The yield is 0.938. (2) The reactants are [CH3:1][C:2]1[CH:3]=[C:4]([C:8]([C:10]2[S:11][C:12]([CH3:16])=[C:13]([CH3:15])[N:14]=2)=O)[O:5][C:6]=1[CH3:7].[NH3:17]. The catalyst is CO. The product is [CH3:1][C:2]1[CH:3]=[C:4]([OH:5])[C:8]([C:10]2[S:11][C:12]([CH3:16])=[C:13]([CH3:15])[N:14]=2)=[N:17][C:6]=1[CH3:7]. The yield is 0.860. (3) The reactants are [Br:1][C:2]1[CH:3]=[CH:4][C:5](F)=[C:6]([C:8](=O)[CH3:9])[CH:7]=1.[NH2:12][NH2:13]. No catalyst specified. The product is [Br:1][C:2]1[CH:7]=[C:6]2[C:5](=[CH:4][CH:3]=1)[NH:13][N:12]=[C:8]2[CH3:9]. The yield is 0.710. (4) The reactants are C([Li])CCC.Br[C:7]1[CH:8]=[C:9]([N:13]2[CH2:17][CH2:16][CH:15]([O:18][CH:19]3[CH2:24][CH2:23][CH2:22][CH2:21][O:20]3)[CH2:14]2)[CH:10]=[CH:11][CH:12]=1.[S:25](=[O:27])=[O:26].[Cl:28]NC(=O)CCC(N)=O. The catalyst is O1CCCC1.CCCCCC. The product is [O:20]1[CH2:21][CH2:22][CH2:23][CH2:24][CH:19]1[O:18][CH:15]1[CH2:16][CH2:17][N:13]([C:9]2[CH:8]=[C:7]([S:25]([Cl:28])(=[O:27])=[O:26])[CH:12]=[CH:11][CH:10]=2)[CH2:14]1. The yield is 0.610. (5) The reactants are [NH2:1][C@H:2]([C:7](=[O:9])[NH2:8])[CH2:3][C:4]([OH:6])=[O:5].O.C(=O)(O)[O-].[C:15](O)(=[O:26])[C:16]1[CH:25]=[CH:24][C:23]2[C:18](=[CH:19][CH:20]=[CH:21][CH:22]=2)[N:17]=1.Cl. The catalyst is COCCOC.CN(C)C=O. The yield is 0.700. The product is [N:17]1[C:18]2[C:23](=[CH:22][CH:21]=[CH:20][CH:19]=2)[CH:24]=[CH:25][C:16]=1[C:15]([NH:1][C@H:2]([C:7](=[O:9])[NH2:8])[CH2:3][C:4]([OH:6])=[O:5])=[O:26].